Dataset: Forward reaction prediction with 1.9M reactions from USPTO patents (1976-2016). Task: Predict the product of the given reaction. (1) Given the reactants [CH2:1]([O:3][C:4]1[CH:17]=[C:16]2[C:7]([C:8]([C:19]3[CH:20]=[N:21][C:22]([O:25][CH3:26])=[N:23][CH:24]=3)=[N:9][C@H:10]3[C@@H:15]2[CH2:14][C@H:13]([OH:18])[CH2:12][CH2:11]3)=[CH:6][C:5]=1[O:27][CH3:28])[CH3:2].[C:29]([OH:36])(=[O:35])/[CH:30]=[CH:31]/[C:32]([OH:34])=[O:33], predict the reaction product. The product is: [C:29]([OH:36])(=[O:35])/[CH:30]=[CH:31]/[C:32]([OH:34])=[O:33].[CH2:1]([O:3][C:4]1[CH:17]=[C:16]2[C:7]([C:8]([C:19]3[CH:24]=[N:23][C:22]([O:25][CH3:26])=[N:21][CH:20]=3)=[N:9][C@H:10]3[C@@H:15]2[CH2:14][C@H:13]([OH:18])[CH2:12][CH2:11]3)=[CH:6][C:5]=1[O:27][CH3:28])[CH3:2]. (2) Given the reactants [CH2:1]([O:3][C:4](=[S:17])[NH:5][CH2:6][CH2:7][O:8][C:9]1[CH:14]=[CH:13][CH:12]=[CH:11][C:10]=1[O:15][CH3:16])[CH3:2].C[C:19](C)([O-:21])C.[Li+], predict the reaction product. The product is: [CH3:16][O:15][C:10]1[CH:11]=[CH:12][CH:13]=[CH:14][C:9]=1[O:8][CH2:7][CH2:6][N:5]1[CH2:2][C@H:1]([CH2:19][OH:21])[O:3][C:4]1=[S:17]. (3) Given the reactants [F:1][C:2]1[CH:7]=[CH:6][C:5]([O:8][CH3:9])=[CH:4][C:3]=1[C:10]1[C:15]([CH2:16][C:17]2([C:22]#[N:23])[CH2:21][CH2:20][CH2:19][CH2:18]2)=[CH:14][C:13]([CH2:24]O)=[CH:12][N:11]=1.C1(P(C2C=CC=CC=2)C2C=CC=CC=2)C=CC=CC=1.C(Br)(Br)(Br)[Br:46].O, predict the reaction product. The product is: [Br:46][CH2:24][C:13]1[CH:14]=[C:15]([CH2:16][C:17]2([C:22]#[N:23])[CH2:21][CH2:20][CH2:19][CH2:18]2)[C:10]([C:3]2[CH:4]=[C:5]([O:8][CH3:9])[CH:6]=[CH:7][C:2]=2[F:1])=[N:11][CH:12]=1. (4) Given the reactants C([NH:4][C@:5]1([C:22](NC(C)(C)C)=[O:23])[C@@H:9]([CH2:10][CH2:11][CH2:12][B:13]2[O:17]C(C)(C)C(C)(C)[O:14]2)[CH2:8][NH:7][CH2:6]1)(=O)C.S([O-])([O-])(=O)=O.[Na+].[Na+].[NH:36]1[CH:40]=[C:39]([CH:41]=O)[N:38]=[CH:37]1.C(O[BH-](OC(=O)C)OC(=O)C)(=[O:45])C.[Na+].C(=O)([O-])[O-].[Na+].[Na+], predict the reaction product. The product is: [NH:36]1[CH:40]=[C:39]([CH2:41][N:7]2[CH2:8][C@H:9]([CH2:10][CH2:11][CH2:12][B:13]([OH:14])[OH:17])[C@:5]([NH2:4])([C:22]([OH:23])=[O:45])[CH2:6]2)[N:38]=[CH:37]1. (5) Given the reactants [H-].[Na+:2].[C:3]([O:6][CH2:7][CH3:8])(=[O:5])[CH3:4].[CH:9](OCC)=[O:10], predict the reaction product. The product is: [CH2:7]([O:6][C:3](=[O:5])/[CH:4]=[CH:9]\[O-:10])[CH3:8].[Na+:2]. (6) The product is: [O:8]1[C:7]2[CH:9]=[CH:10][CH:11]=[CH:12][C:6]=2[O:5][CH2:4][CH:3]1[CH2:2][N:21]1[CH2:20][C:19]([C:13]2[CH:18]=[CH:17][CH:16]=[CH:15][CH:14]=2)=[CH:24][CH2:23][CH2:22]1. Given the reactants Br[CH2:2][CH:3]1[O:8][C:7]2[CH:9]=[CH:10][CH:11]=[CH:12][C:6]=2[O:5][CH2:4]1.[C:13]1([C:19]2[CH:20]=[N:21][CH:22]=[CH:23][CH:24]=2)[CH:18]=[CH:17][CH:16]=[CH:15][CH:14]=1.[BH4-].[Na+], predict the reaction product. (7) Given the reactants [CH3:1][N:2]([C:4]([N:6]=[C:7]([NH2:9])[NH2:8])=[NH:5])[CH3:3].[ClH:10].[CH2:11](OC(OCC)C)[CH3:12], predict the reaction product. The product is: [ClH:10].[NH2:8][C:7]1[NH:6][C:4]([N:2]([CH3:3])[CH3:1])=[N:5][CH:11]([CH3:12])[N:9]=1. (8) Given the reactants Br[C:2]1[CH:13]=[N:12][C:5]2[NH:6][C:7](=[O:11])[CH2:8][CH2:9][CH2:10][C:4]=2[CH:3]=1.[C:14]([O:18][C:19]([CH3:22])([CH3:21])[CH3:20])(=[O:17])[CH:15]=[CH2:16].CCN(C(C)C)C(C)C.CC1C=CC=CC=1P(C1C=CC=CC=1C)C1C=CC=CC=1C.N#N, predict the reaction product. The product is: [O:11]=[C:7]1[NH:6][C:5]2[N:12]=[CH:13][C:2](/[CH:16]=[CH:15]/[C:14]([O:18][C:19]([CH3:22])([CH3:21])[CH3:20])=[O:17])=[CH:3][C:4]=2[CH2:10][CH2:9][CH2:8]1. (9) Given the reactants I/[CH:2]=[CH:3]\[CH2:4][CH2:5][CH2:6][CH2:7][CH3:8].C([Li])CCC.[CH3:14][Si:15]1([CH3:25])[O:16][Si:15]([CH3:25])([CH3:14])[O:16][Si:15]([CH3:25])([CH3:14])[O:16]1, predict the reaction product. The product is: [CH3:14][Si:15]([CH3:25])(/[CH:2]=[CH:3]\[CH2:4][CH2:5][CH2:6][CH2:7][CH3:8])[OH:16]. (10) Given the reactants [NH2:1][C:2]1[CH:22]=[CH:21][C:5]([CH2:6][N:7]2[N:12]=[C:11]([C:13]3[CH:18]=[CH:17][C:16]([Cl:19])=[CH:15][CH:14]=3)[CH2:10][S:9][C:8]2=[O:20])=[CH:4][CH:3]=1.[CH3:23][S:24][CH2:25][C:26](OCC)=[O:27].C(OCl)(C)(C)C.C(N(CC)CC)C.Cl.[OH-].[Na+], predict the reaction product. The product is: [Cl:19][C:16]1[CH:17]=[CH:18][C:13]([C:11]2[CH2:10][S:9][C:8](=[O:20])[N:7]([CH2:6][C:5]3[CH:21]=[C:22]4[C:2](=[CH:3][CH:4]=3)[NH:1][C:26](=[O:27])[CH:25]4[S:24][CH3:23])[N:12]=2)=[CH:14][CH:15]=1.